Task: Predict the reactants needed to synthesize the given product.. Dataset: Full USPTO retrosynthesis dataset with 1.9M reactions from patents (1976-2016) Given the product [ClH:37].[CH2:1]([N:8]1[CH2:13][CH2:12][N:11]([C:14]2[CH:15]=[C:16]3[C:17](=[CH:19][CH:20]=2)[NH:18][N:31]=[C:21]3[S:22]([C:25]2[CH:30]=[CH:29][CH:28]=[CH:27][CH:26]=2)(=[O:24])=[O:23])[CH2:10][CH2:9]1)[C:2]1[CH:3]=[CH:4][CH:5]=[CH:6][CH:7]=1, predict the reactants needed to synthesize it. The reactants are: [CH2:1]([N:8]1[CH2:13][CH2:12][N:11]([C:14]2[CH:20]=[CH:19][C:17]([NH2:18])=[C:16]([CH2:21][S:22]([C:25]3[CH:30]=[CH:29][CH:28]=[CH:27][CH:26]=3)(=[O:24])=[O:23])[CH:15]=2)[CH2:10][CH2:9]1)[C:2]1[CH:7]=[CH:6][CH:5]=[CH:4][CH:3]=1.[N:31]([O-])=O.[Na+].[OH-].[Na+].[ClH:37].